Dataset: Forward reaction prediction with 1.9M reactions from USPTO patents (1976-2016). Task: Predict the product of the given reaction. (1) Given the reactants Br[C:2]1[C:7]([CH3:8])=[CH:6][CH:5]=[CH:4][C:3]=1[CH3:9].[OH:10][C:11]1[CH:19]=[CH:18][CH:17]=[C:16]2[C:12]=1[CH2:13][CH2:14][C:15]2=[O:20].C(=O)([O-])[O-].[K+].[K+].N1C=CC=CC=1, predict the reaction product. The product is: [CH3:9][C:3]1[CH:4]=[CH:5][CH:6]=[C:7]([CH3:8])[C:2]=1[O:10][C:11]1[CH:19]=[CH:18][CH:17]=[C:16]2[C:12]=1[CH2:13][CH2:14][C:15]2=[O:20]. (2) Given the reactants C(O[C:4]([C:6]1[CH:7]=[C:8]2[CH:14]=[C:13]([CH2:15]OC)[O:12][C:9]2=[N:10][CH:11]=1)=O)C.O1[C:22]2=[N:23][CH:24]=C(CCCNC)C=[C:21]2C=C1, predict the reaction product. The product is: [CH3:24][NH:23][CH2:22][CH2:21][CH2:4][C:6]1[CH:7]=[C:8]2[CH:14]=[C:13]([CH3:15])[O:12][C:9]2=[N:10][CH:11]=1. (3) Given the reactants [NH:1]1[C:9]2[C:4](=[C:5]([C:10]3[N:11]=[C:12]([N:22]4[CH2:27][CH2:26][O:25][CH2:24][CH2:23]4)[C:13]4[S:18][C:17]([C:19](O)=[O:20])=[CH:16][C:14]=4[N:15]=3)[CH:6]=[CH:7][CH:8]=2)[CH:3]=[N:2]1.[CH2:28]([NH2:35])[C:29]1[CH:34]=[CH:33][CH:32]=[CH:31][CH:30]=1, predict the reaction product. The product is: [CH2:28]([NH:35][C:19]([C:17]1[S:18][C:13]2[C:12]([N:22]3[CH2:27][CH2:26][O:25][CH2:24][CH2:23]3)=[N:11][C:10]([C:5]3[CH:6]=[CH:7][CH:8]=[C:9]4[C:4]=3[CH:3]=[N:2][NH:1]4)=[N:15][C:14]=2[CH:16]=1)=[O:20])[C:29]1[CH:34]=[CH:33][CH:32]=[CH:31][CH:30]=1.